This data is from Peptide-MHC class I binding affinity with 185,985 pairs from IEDB/IMGT. The task is: Regression. Given a peptide amino acid sequence and an MHC pseudo amino acid sequence, predict their binding affinity value. This is MHC class I binding data. (1) The peptide sequence is AMFQDPQER. The MHC is HLA-A03:01 with pseudo-sequence HLA-A03:01. The binding affinity (normalized) is 0.476. (2) The peptide sequence is HPKLRPILL. The MHC is HLA-B44:02 with pseudo-sequence HLA-B44:02. The binding affinity (normalized) is 0.0847. (3) The peptide sequence is LHDAIMVEL. The MHC is HLA-B27:05 with pseudo-sequence HLA-B27:05. The binding affinity (normalized) is 0.0847. (4) The peptide sequence is FLRSIAMLK. The MHC is HLA-A03:01 with pseudo-sequence HLA-A03:01. The binding affinity (normalized) is 0.934. (5) The peptide sequence is FPDGKPFTL. The MHC is HLA-A02:16 with pseudo-sequence HLA-A02:16. The binding affinity (normalized) is 0.0847. (6) The peptide sequence is YMLKDSAPT. The MHC is HLA-B08:02 with pseudo-sequence HLA-B08:02. The binding affinity (normalized) is 0.0847. (7) The peptide sequence is YRYTYRCHR. The MHC is HLA-B08:01 with pseudo-sequence HLA-B08:01. The binding affinity (normalized) is 0.0847. (8) The peptide sequence is ILDDNLYKV. The MHC is HLA-B51:01 with pseudo-sequence HLA-B51:01. The binding affinity (normalized) is 0. (9) The peptide sequence is LEKAADVRW. The MHC is HLA-B44:03 with pseudo-sequence HLA-B44:03. The binding affinity (normalized) is 0.529.